Task: Predict which catalyst facilitates the given reaction.. Dataset: Catalyst prediction with 721,799 reactions and 888 catalyst types from USPTO (1) Reactant: [Br:1][C:2]1[C:10]2[C:5](=[N:6][CH:7]=[CH:8][C:9]=2[O:11][C:12]2[CH:17]=[CH:16][C:15]([C:18]3[NH:22][C:21]4[CH:23]=[CH:24][CH:25]=[CH:26][C:20]=4[N:19]=3)=[CH:14][CH:13]=2)[N:4]([CH2:27][C:28]2[CH:33]=[CH:32][C:31]([O:34][CH3:35])=[CH:30][CH:29]=2)[N:3]=1.C([O-])([O-])=O.[K+].[K+].Cl[CH2:43][C:44]1[CH:49]=[CH:48][C:47]([O:50][CH3:51])=[CH:46][CH:45]=1.O. Product: [Br:1][C:2]1[C:10]2[C:5](=[N:6][CH:7]=[CH:8][C:9]=2[O:11][C:12]2[CH:13]=[CH:14][C:15]([C:18]3[N:22]([CH2:43][C:44]4[CH:49]=[CH:48][C:47]([O:50][CH3:51])=[CH:46][CH:45]=4)[C:21]4[CH:23]=[CH:24][CH:25]=[CH:26][C:20]=4[N:19]=3)=[CH:16][CH:17]=2)[N:4]([CH2:27][C:28]2[CH:29]=[CH:30][C:31]([O:34][CH3:35])=[CH:32][CH:33]=2)[N:3]=1. The catalyst class is: 3. (2) Reactant: [Br:1][C:2]1[C:3]([N:8]2[CH2:11][CH:10](O)[CH2:9]2)=[N:4][CH:5]=[CH:6][CH:7]=1.[C-:13]#[N:14].[Na+]. Product: [Br:1][C:2]1[C:3]([N:8]2[CH2:11][CH:10]([C:13]#[N:14])[CH2:9]2)=[N:4][CH:5]=[CH:6][CH:7]=1. The catalyst class is: 9. (3) Reactant: [NH2:1][C:2]1[C:11]([OH:12])=[CH:10][C:9]2[C:4](=[CH:5][CH:6]=[CH:7][CH:8]=2)[N:3]=1.[CH3:13][C:14](C)(C)C([O-])([O-])[O-].C1(C)C=CC(S(O)(=O)=O)=CC=1. Product: [CH3:13][C:14]1[O:12][C:11]2[C:2]([N:1]=1)=[N:3][C:4]1[CH:5]=[CH:6][CH:7]=[CH:8][C:9]=1[CH:10]=2. The catalyst class is: 13. (4) Reactant: Cl.[CH3:2][O:3][C:4]([C:6]1[CH:15]=[CH:14][CH:13]=[C:12]2[C:7]=1[CH2:8][CH2:9][NH:10][CH2:11]2)=[O:5].C(N(CC)CC)C.[N:23]1[CH:28]=[CH:27][C:26]([CH:29]=O)=[CH:25][CH:24]=1.C(O[BH-](OC(=O)C)OC(=O)C)(=O)C.[Na+]. Product: [N:23]1[CH:28]=[CH:27][C:26]([CH2:29][N:10]2[CH2:9][CH2:8][C:7]3[C:6]([C:4]([O:3][CH3:2])=[O:5])=[CH:15][CH:14]=[CH:13][C:12]=3[CH2:11]2)=[CH:25][CH:24]=1. The catalyst class is: 7. (5) Reactant: C1(P(C2C=CC=CC=2)C2C=CC=CC=2)C=CC=CC=1.BrN1C(=O)CCC1=O.[Cl:28][C:29]1[CH:30]=[C:31]([C@@H:39]([CH2:49][CH:50]2[CH2:54][CH2:53][CH2:52][CH2:51]2)[C:40]([NH:42][C:43]2[CH:47]=[CH:46][N:45](C)[N:44]=2)=[O:41])[CH:32]=[CH:33][C:34]=1[S:35]([CH3:38])(=[O:37])=[O:36].[CH2:55]([S:57](N1C=CC(N)=N1)(=[O:59])=[O:58])[CH3:56].N1C(C)=CC=CC=1C. Product: [Cl:28][C:29]1[CH:30]=[C:31]([C@@H:39]([CH2:49][CH:50]2[CH2:51][CH2:52][CH2:53][CH2:54]2)[C:40]([NH:42][C:43]2[CH:47]=[CH:46][N:45]([S:57]([CH2:55][CH3:56])(=[O:59])=[O:58])[N:44]=2)=[O:41])[CH:32]=[CH:33][C:34]=1[S:35]([CH3:38])(=[O:36])=[O:37]. The catalyst class is: 124. (6) Reactant: [S:1]([Cl:5])(Cl)(=[O:3])=[O:2].Cl.[CH3:7][O:8][C:9]1[CH:18]=[C:17]2[C:12]([CH2:13][CH2:14][NH:15][CH2:16]2)=[CH:11][CH:10]=1.C(N(CC)CC)C. Product: [CH3:7][O:8][C:9]1[CH:18]=[C:17]2[C:12]([CH2:13][CH2:14][N:15]([S:1]([Cl:5])(=[O:3])=[O:2])[CH2:16]2)=[CH:11][CH:10]=1. The catalyst class is: 22.